This data is from Catalyst prediction with 721,799 reactions and 888 catalyst types from USPTO. The task is: Predict which catalyst facilitates the given reaction. (1) Reactant: [C:1]([N:8]1[CH2:13][CH2:12][NH:11][CH2:10][CH2:9]1)([O:3][C:4]([CH3:7])([CH3:6])[CH3:5])=[O:2].[C:14](=[O:17])([O-])[O-].[K+].[K+]. Product: [C:4]([O:3][C:1]([N:8]1[CH2:9][CH2:10][N:11]([C:1]([N:8]2[CH2:13][CH2:14][O:17][CH2:10][CH2:9]2)=[O:2])[CH2:12][CH2:13]1)=[O:2])([CH3:7])([CH3:6])[CH3:5]. The catalyst class is: 496. (2) Reactant: C(O)=O.C([N:8]1[C:20]2[C:19]3[CH:18]=[C:17]([F:21])[C:16]([F:22])=[CH:15][C:14]=3[N:13]([S:23]([C:26]3[CH:31]=[CH:30][C:29]([C:32]([F:35])([F:34])[F:33])=[CH:28][CH:27]=3)(=[O:25])=[O:24])[C@H:12]([CH:36]3[CH2:38][CH2:37]3)[C:11]=2[CH:10]=[N:9]1)(C)(C)C. Product: [CH:36]1([C@@H:12]2[C:11]3[CH:10]=[N:9][NH:8][C:20]=3[C:19]3[CH:18]=[C:17]([F:21])[C:16]([F:22])=[CH:15][C:14]=3[N:13]2[S:23]([C:26]2[CH:31]=[CH:30][C:29]([C:32]([F:33])([F:34])[F:35])=[CH:28][CH:27]=2)(=[O:25])=[O:24])[CH2:37][CH2:38]1. The catalyst class is: 6. (3) Product: [Cl:32][C:29]1[CH:28]=[CH:27][C:26]([N:9]2[C:10](=[O:25])[C:11]3[CH:16]=[N:15][N:14]([C:17]4[CH:18]=[C:19]([CH:20]=[CH:21][CH:22]=4)[C:56]#[N:57])[C:12]=3[N:13]=[C:8]2[C:5]2[CH:6]=[CH:7][C:2]([B:33]3[O:37][C:36]([CH3:39])([CH3:38])[C:35]([CH3:41])([CH3:40])[O:34]3)=[CH:3][CH:4]=2)=[CH:31][CH:30]=1. Reactant: Br[C:2]1[CH:7]=[CH:6][C:5]([C:8]2[N:9]([C:26]3[CH:31]=[CH:30][C:29]([Cl:32])=[CH:28][CH:27]=3)[C:10](=[O:25])[C:11]3[CH:16]=[N:15][N:14]([C:17]4[CH:22]=[CH:21][CH:20]=[C:19](SC)[CH:18]=4)[C:12]=3[N:13]=2)=[CH:4][CH:3]=1.[B:33]1([B:33]2[O:37][C:36]([CH3:39])([CH3:38])[C:35]([CH3:41])([CH3:40])[O:34]2)[O:37][C:36]([CH3:39])([CH3:38])[C:35]([CH3:41])([CH3:40])[O:34]1.C([O-])(=O)C.[K+].[CH3:56][N:57](C)C=O. The catalyst class is: 140. (4) Reactant: [Br:1]Br.[CH3:3][O:4][C:5]([C:7]1[N:15]=[CH:14][C:13]2[NH:12][C:11]3[N:16]=[CH:17][CH:18]=[CH:19][C:10]=3[C:9]=2[CH:8]=1)=[O:6].C([O-])(=O)C.[Na+]. Product: [CH3:3][O:4][C:5]([C:7]1[N:15]=[CH:14][C:13]2[NH:12][C:11]3[N:16]=[CH:17][C:18]([Br:1])=[CH:19][C:10]=3[C:9]=2[CH:8]=1)=[O:6]. The catalyst class is: 15. (5) Reactant: [Cl:1][C:2]1[CH:31]=[CH:30][CH:29]=[C:28]([Cl:32])[C:3]=1[CH2:4][C:5]1[N:6]=[C:7]([NH:16][C:17]2[CH:25]=[CH:24][C:20]([C:21](O)=[O:22])=[CH:19][C:18]=2[O:26][CH3:27])[C:8]2[C:9](=[O:15])[NH:10][CH:11]=[CH:12][C:13]=2[CH:14]=1.[O:33]1[CH2:38][CH2:37][N:36]([CH2:39][CH2:40][CH2:41][NH2:42])[CH2:35][CH2:34]1.N1(OC(N(C)C)=[N+](C)C)C2N=CC=CC=2N=N1.C(N(CC)CC)C. Product: [Cl:1][C:2]1[CH:31]=[CH:30][CH:29]=[C:28]([Cl:32])[C:3]=1[CH2:4][C:5]1[N:6]=[C:7]([NH:16][C:17]2[CH:25]=[CH:24][C:20]([C:21]([NH:42][CH2:41][CH2:40][CH2:39][N:36]3[CH2:37][CH2:38][O:33][CH2:34][CH2:35]3)=[O:22])=[CH:19][C:18]=2[O:26][CH3:27])[C:8]2[C:9](=[O:15])[NH:10][CH:11]=[CH:12][C:13]=2[CH:14]=1. The catalyst class is: 46. (6) Reactant: Cl[C:2]1[CH:7]=[C:6]([CH2:8][CH3:9])[N:5]=[C:4]([C:10]2[CH:15]=[CH:14][CH:13]=[C:12]([Cl:16])[CH:11]=2)[N:3]=1.[Cl:17][C:18]1[CH:19]=[N:20][N:21]([CH2:23][C:24]2[CH:29]=[CH:28][C:27]([CH2:30]B3OC(C)(C)C(C)(C)O3)=[CH:26][CH:25]=2)[CH:22]=1.C([O-])([O-])=O.[Na+].[Na+]. Product: [Cl:17][C:18]1[CH:19]=[N:20][N:21]([CH2:23][C:24]2[CH:29]=[CH:28][C:27]([CH2:30][C:2]3[CH:7]=[C:6]([CH2:8][CH3:9])[N:5]=[C:4]([C:10]4[CH:15]=[CH:14][CH:13]=[C:12]([Cl:16])[CH:11]=4)[N:3]=3)=[CH:26][CH:25]=2)[CH:22]=1. The catalyst class is: 117. (7) Reactant: C[O:2][C:3](=[O:38])[CH2:4][O:5][C:6]1[CH:11]=[CH:10][CH:9]=[C:8]([NH:12][C:13]2[C:14]3[C:21]([C:22]4[CH:27]=[CH:26][C:25]([O:28][CH3:29])=[CH:24][CH:23]=4)=[C:20]([C:30]4[CH:35]=[CH:34][C:33]([O:36][CH3:37])=[CH:32][CH:31]=4)[O:19][C:15]=3[N:16]=[CH:17][N:18]=2)[CH:7]=1.[OH-].[Na+]. Product: [CH3:29][O:28][C:25]1[CH:24]=[CH:23][C:22]([C:21]2[C:14]3[C:13]([NH:12][C:8]4[CH:7]=[C:6]([CH:11]=[CH:10][CH:9]=4)[O:5][CH2:4][C:3]([OH:38])=[O:2])=[N:18][CH:17]=[N:16][C:15]=3[O:19][C:20]=2[C:30]2[CH:31]=[CH:32][C:33]([O:36][CH3:37])=[CH:34][CH:35]=2)=[CH:27][CH:26]=1. The catalyst class is: 1. (8) The catalyst class is: 2. Product: [Cl:42][C:39]1[CH:40]=[CH:41][C:36]([CH2:35][C@@H:31]([NH:30][C:28](=[O:29])[O:27][C:23]([CH3:25])([CH3:24])[CH3:26])[C:32]([N:20]2[CH2:19][CH2:18][N:17]([C:9]3[C:8]([C:4]4[CH:5]=[CH:6][CH:7]=[C:2]([F:1])[CH:3]=4)=[CH:13][N:12]=[C:11]4[NH:14][CH:15]=[CH:16][C:10]=34)[CH2:22][CH2:21]2)=[O:33])=[CH:37][CH:38]=1. Reactant: [F:1][C:2]1[CH:3]=[C:4]([C:8]2[C:9]([N:17]3[CH2:22][CH2:21][NH:20][CH2:19][CH2:18]3)=[C:10]3[CH:16]=[CH:15][NH:14][C:11]3=[N:12][CH:13]=2)[CH:5]=[CH:6][CH:7]=1.[C:23]([O:27][C:28]([NH:30][C@H:31]([CH2:35][C:36]1[CH:41]=[CH:40][C:39]([Cl:42])=[CH:38][CH:37]=1)[C:32](O)=[O:33])=[O:29])([CH3:26])([CH3:25])[CH3:24].C1C=CC2N(O)N=NC=2C=1.O.CCN=C=NCCCN(C)C.CCN(C(C)C)C(C)C. (9) Reactant: [O:1]=[O+][O-].[F:4][C:5]1[CH:10]=[CH:9][C:8]([O:11][C@H:12]([CH3:15])[CH2:13][CH3:14])=[CH:7][C:6]=1[CH:16]=C.[BH4-].[Na+]. Product: [F:4][C:5]1[CH:10]=[CH:9][C:8]([O:11][C@H:12]([CH3:15])[CH2:13][CH3:14])=[CH:7][C:6]=1[CH2:16][OH:1]. The catalyst class is: 98. (10) Reactant: [OH-].[Na+].[CH3:3][O:4][C:5]1[CH:6]=[C:7]([CH2:13][NH:14][C:15]([C:17]2[CH:18]=[N:19][C:20]3[C:25]([C:26]=2[NH:27][C:28]2[CH:29]=[C:30]([CH:36]=[CH:37][CH:38]=2)[C:31]([O:33]CC)=[O:32])=[CH:24][CH:23]=[C:22]([C:39]2[C:40]([CH3:45])=[N:41][O:42][C:43]=2[CH3:44])[CH:21]=3)=[O:16])[CH:8]=[C:9]([O:11][CH3:12])[CH:10]=1. Product: [CH3:12][O:11][C:9]1[CH:8]=[C:7]([CH2:13][NH:14][C:15]([C:17]2[CH:18]=[N:19][C:20]3[C:25]([C:26]=2[NH:27][C:28]2[CH:29]=[C:30]([CH:36]=[CH:37][CH:38]=2)[C:31]([OH:33])=[O:32])=[CH:24][CH:23]=[C:22]([C:39]2[C:40]([CH3:45])=[N:41][O:42][C:43]=2[CH3:44])[CH:21]=3)=[O:16])[CH:6]=[C:5]([O:4][CH3:3])[CH:10]=1. The catalyst class is: 8.